This data is from Catalyst prediction with 721,799 reactions and 888 catalyst types from USPTO. The task is: Predict which catalyst facilitates the given reaction. (1) Reactant: [Br:1][C:2]1[CH:7]=[CH:6][C:5]([C:8]2[N:13]=[N:12][C:11](SC)=[N:10][CH:9]=2)=[CH:4][C:3]=1[F:16].O.[NH2:18][NH2:19]. Product: [Br:1][C:2]1[CH:7]=[CH:6][C:5]([C:8]2[N:13]=[N:12][C:11]([NH:18][NH2:19])=[N:10][CH:9]=2)=[CH:4][C:3]=1[F:16]. The catalyst class is: 8. (2) Reactant: [CH2:1]([O:8][C:9]1[CH:30]=[CH:29][C:12]([CH2:13][N:14]2[CH2:18][CH2:17][N:16]([CH:19]([CH:25]([CH3:27])[CH3:26])[C:20]([O:22]CC)=[O:21])[C:15]2=[O:28])=[CH:11][CH:10]=1)[C:2]1[CH:7]=[CH:6][CH:5]=[CH:4][CH:3]=1.[OH-].[Na+]. Product: [CH2:1]([O:8][C:9]1[CH:30]=[CH:29][C:12]([CH2:13][N:14]2[CH2:18][CH2:17][N:16]([CH:19]([CH:25]([CH3:27])[CH3:26])[C:20]([OH:22])=[O:21])[C:15]2=[O:28])=[CH:11][CH:10]=1)[C:2]1[CH:3]=[CH:4][CH:5]=[CH:6][CH:7]=1. The catalyst class is: 5. (3) Reactant: Cl.[NH2:2][CH2:3][NH:4][C:5](=[O:30])[C:6]1[CH:11]=[CH:10][C:9]([C:12]2[CH2:16][C:15]([C:21]3[CH:26]=[C:25]([Cl:27])[CH:24]=[C:23]([Cl:28])[CH:22]=3)([C:17]([F:20])([F:19])[F:18])[O:14][N:13]=2)=[CH:8][C:7]=1[CH3:29].Cl[C:32]([O:34][CH3:35])=[O:33].C(N(CC)CC)C. Product: [CH3:35][O:34][C:32](=[O:33])[NH:2][CH2:3][NH:4][C:5](=[O:30])[C:6]1[CH:11]=[CH:10][C:9]([C:12]2[CH2:16][C:15]([C:21]3[CH:22]=[C:23]([Cl:28])[CH:24]=[C:25]([Cl:27])[CH:26]=3)([C:17]([F:18])([F:19])[F:20])[O:14][N:13]=2)=[CH:8][C:7]=1[CH3:29]. The catalyst class is: 4. (4) Reactant: Cl.[CH3:2][O:3][C:4]([C:6]1([NH2:16])[CH2:11][CH2:10][CH2:9][CH:8]([C:12]([F:15])([F:14])[F:13])[CH2:7]1)=[O:5].C(N(CC)CC)C.[Cl:24][C:25]1[CH:30]=[CH:29][C:28]([C:31]2[CH:36]=[CH:35][C:34]([CH3:37])=[C:33]([CH2:38][C:39](O)=[O:40])[CH:32]=2)=[CH:27][CH:26]=1.P(Cl)(Cl)(Cl)=O. Product: [Cl:24][C:25]1[CH:26]=[CH:27][C:28]([C:31]2[CH:36]=[CH:35][C:34]([CH3:37])=[C:33]([CH2:38][C:39]([NH:16][C@@:6]3([C:4]([O:3][CH3:2])=[O:5])[CH2:11][CH2:10][CH2:9][C@H:8]([C:12]([F:14])([F:13])[F:15])[CH2:7]3)=[O:40])[CH:32]=2)=[CH:29][CH:30]=1. The catalyst class is: 7. (5) Reactant: C([Li])CCC.CCCCCC.[Si:12]([O:19][C@H:20]([CH3:23])[C:21]#[CH:22])([C:15]([CH3:18])([CH3:17])[CH3:16])([CH3:14])[CH3:13].[F:24][C:25]1[CH:26]=[C:27]([NH:37][C:38]([C:40]2[CH:45]=[N:44][CH:43]=[CH:42][N:41]=2)=[O:39])[CH:28]=[CH:29][C:30]=1[C:31](N(OC)C)=[O:32]. The catalyst class is: 132. Product: [Si:12]([O:19][C@H:20]([CH3:23])[C:21]#[C:22][C:31]([C:30]1[CH:29]=[CH:28][C:27]([NH:37][C:38]([C:40]2[CH:45]=[N:44][CH:43]=[CH:42][N:41]=2)=[O:39])=[CH:26][C:25]=1[F:24])=[O:32])([C:15]([CH3:16])([CH3:17])[CH3:18])([CH3:13])[CH3:14].